From a dataset of Drug-target binding data from BindingDB using IC50 measurements. Regression. Given a target protein amino acid sequence and a drug SMILES string, predict the binding affinity score between them. We predict pIC50 (pIC50 = -log10(IC50 in M); higher means more potent). Dataset: bindingdb_ic50. (1) The small molecule is Nc1nc2nc(C(=O)NCCC(=O)NCc3ccccc3)cnc2c(=O)[nH]1. The target protein (P02879) has sequence MKPGGNTIVIWMYAVATWLCFGSTSGWSFTLEDNNIFPKQYPIINFTTAGATVQSYTNFIRAVRGRLTTGADVRHEIPVLPNRVGLPINQRFILVELSNHAELSVTLALDVTNAYVVGYRAGNSAYFFHPDNQEDAEAITHLFTDVQNRYTFAFGGNYDRLEQLAGNLRENIELGNGPLEEAISALYYYSTGGTQLPTLARSFIICIQMISEAARFQYIEGEMRTRIRYNRRSAPDPSVITLENSWGRLSTAIQESNQGAFASPIQLQRRNGSKFSVYDVSILIPIIALMVYRCAPPPSSQFSLLIRPVVPNFNADVCMDPEPIVRIVGRNGLCVDVRDGRFHNGNAIQLWPCKSNTDANQLWTLKRDNTIRSNGKCLTTYGYSPGVYVMIYDCNTAATDATRWQIWDNGTIINPRSSLVLAATSGNSGTTLTVQTNIYAVSQGWLPTNNTQPFVTTIVGLYGLCLQANSGQVWIEDCSSEKAEQQWALYADGSIRPQQN.... The pIC50 is 4.3. (2) The small molecule is CCCCCCCCCCCCCCOC(COc1ccc(-c2nc(=O)o[nH]2)cc1)COc1ccc(-c2nc(=O)o[nH]2)cc1. The target protein (P00592) has sequence MKFLVLAVLLTVGAAQEGISSRALWQFRSMIKCAIPGSHPLMDFNNYGCYCGLGGSGTPVDELDRCCETHDNCYRDAKNLDSCKFLVDNPYTESYSYSCSNTEITCNSKNNACEAFICNCDRNAAICFSKAPYNKEHKNLDTKKYC. The pIC50 is 4.0. (3) The compound is C/C=C/C1=CC2=CC(=O)[C@@](C)(O)[C@@H](OC(=O)c3c(C)cc(O)cc3O)[C@@H]2CO1. The target protein (P06855) has sequence MKKIILTIGCPGSGKSTWAREFIAKNPGFYNINRDDYRQSIMAHEERDEYKYTKKKEGIVTGMQFDTAKSILYGGDSVKGVIISDTNLNPERRLAWETFAKEYGWKVEHKVFDVPWTELVKRNSKRGTKAVPIDVLRSMYKSMREYLGLPVYNGTPGKPKAVIFDVDGTLAKMNGRGPYDLEKCDTDVINPMVVELSKMYALMGYQIVVVSGRESGTKEDPTKYYRMTRKWVEDIAGVPLVMQCQREQGDTRKDDVVKEEIFWKHIAPHFDVKLAIDDRTQVVEMWRRIGVECWQVASGDF. The pIC50 is 3.7. (4) The drug is Cc1cn(-c2cc(C(=O)Nc3cccc(Nc4ccc5c(c4)NC(=O)/C5=C\c4ccc[nH]4)c3)cc(C(F)(F)F)c2)cn1. The target protein (P14234) has sequence MGCVFCKKLEPASKEDVGLEGDFRSQTAEERYFPDPTQGRTSSVFPQPTSPAFLNTGNMRSISGTGVTIFVALYDYEARTGDDLTFTKGEKFHILNNTEYDWWEARSLSSGHRGYVPSNYVAPVDSIQAEEWYFGKISRKDAERQLLSSGNPQGAFLIRESETTKGAYSLSIRDWDQNRGDHIKHYKIRKLDTGGYYITTRAQFDSIQDLVRHYMEVNDGLCYLLTAPCTTTKPQTLGLAKDAWEIDRNSIALERRLGTGCFGDVWLGTWNCSTKVAVKTLKPGTMSPKAFLEEAQIMKLLRHDKLVQLYAVVSEEPIYIVTEFMCYGSLLDFLKDREGQNLMLPHLVDMAAQVAEGMAYMERMNYIHRDLRAANILVGEYLICKIADFGLARLIEDNEYNPQQGTKFPIKWTAPEAALFGRFTVKSDVWSFGILLTELITKGRVPYPGMNNREVLEQVEHGYHMPCPPGCPASLYEVMEQAWRLDPEERPTFEYLQSFL.... The pIC50 is 5.2. (5) The compound is C(#Cc1cn[nH]c1)CCN1CCC(Cc2ccccc2)CC1. The target protein (Q9R1M7) has sequence MRRLSLWWLLSRVCLLLPPPCALVLAGVPSSSSHPQPCQILKRIGHAVRVGAVHLQPWTTAPRAASRAQEGGRAGAQRDDPESGTWRPPAPSQGARWLGSALHGRGPPGSRKLGEGAGAETLWPRDALLFAVENLNRVEGLLPYNLSLEVVMAIEAGLGDLPLMPFSSPSSPWSSDPFSFLQSVCHTVVVQGVSALLAFPQSQGEMMELDLVSSVLHIPVLSIVRHEFPRESQNPLHLQLSLENSLSSDADVTVSILTMNNWYNFSLLLCQEDWNITDFLLLTENNSKFHLESVINITANLSSTKDLLSFLQVQMDNIRNSTPTMVMFGCDMDSIRQIFEMSTQFGLSPPELHWVLGDSQNVEELRTEGLPLGLIAHGKTTQSVFEYYVQDAMELVARAVATATMIQPELALLPSTMNCMDVKTTNLTSGQYLSRFLANTTFRGLSGSIKVKGSTIISSENNFFIWNLQHDPMGKPMWTRLGSWQGGRIVMDSGIWPEQA.... The pIC50 is 4.2. (6) The small molecule is CO[C@]1(C)CC[C@]2(CC1)NC(=O)C(c1cc(-c3ccc(Cl)c(F)c3)ccc1C)=C2O. The target protein sequence is TDSKPITKSKSEANLIPSQEPFPASDNSGETPQRNGEGHTLPKTPSQAEPASHKGPKDAGRRRNSLPPSHQKPPRNPLSSSDAAPSPELQANGTGTQGLEATDTNGLSSSARPQGQQAGSPSKEDKKQANIKRQLMTNFILGSFDDYSSDEDSVAGSSRESTRKGSRASLGALSLEAYLTTGEAETRVPTMRPSMSGLHLVKRGREHKKLDLHRDFTVASPAEFVTRFGGDRVIEKVLIANNGIAAVKCMRSIRRWAYEMFRNERAIRFVVMVTPEDLKANAEYIKMADHYVPVPGGPNNNNYANVELIVDIAKRIPVQAVWAGWGHASENPKLPELLCKNGVAFLGPPSEAMWALGDKIASTVVAQTLQVPTLPWSGSGLTVEWTEDDLQQGKRISVPEDVYDKGCVKDVDEGLEAAERIGFPLMIKASEGGGGKGIRKAESAEDFPILFRQVQSEIPGSPIFLMKLAQHARHLEVQILADQYGNAVSLFGRDCSIQRR.... The pIC50 is 5.1.